Task: Predict the reactants needed to synthesize the given product.. Dataset: Full USPTO retrosynthesis dataset with 1.9M reactions from patents (1976-2016) (1) Given the product [NH2:25][C:33]1[S:34][CH2:35][C@@H:36]2[CH2:41][CH2:40][CH2:39][C@:37]2([C:42]2[CH:47]=[C:46]([C:5]3[CH:6]=[N:7][CH:8]=[C:3]([CH:4]=3)[C:1]#[N:2])[CH:45]=[CH:44][C:43]=2[F:49])[N:38]=1, predict the reactants needed to synthesize it. The reactants are: [C:1]([C:3]1[CH:4]=[C:5](B(O)O)[CH:6]=[N:7][CH:8]=1)#[N:2].C(=O)([O-])[O-].[Na+].[Na+].C(OC([N:25]([C:33]1[S:34][CH2:35][C@@H:36]2[CH2:41][CH2:40][CH2:39][C@:37]2([C:42]2[CH:47]=[C:46](Br)[CH:45]=[CH:44][C:43]=2[F:49])[N:38]=1)C(OC(C)(C)C)=O)=O)(C)(C)C.O. (2) Given the product [Cl:1][C:2]1[CH:7]=[CH:6][CH:5]=[CH:4][C:3]=1[N:8]1[C:12](=[O:13])[C:11]([C:14]([OH:16])=[O:15])=[CH:10][N:9]1[CH3:19], predict the reactants needed to synthesize it. The reactants are: [Cl:1][C:2]1[CH:7]=[CH:6][CH:5]=[CH:4][C:3]=1[N:8]1[C:12](=[O:13])[C:11]([C:14]([O:16]CC)=[O:15])=[CH:10][N:9]1[CH3:19].O1CCCC1.[OH-].[Na+]. (3) Given the product [CH3:25][CH:18]([CH2:19][CH2:20][CH2:21][CH:22]([CH3:24])[CH3:23])[CH2:17][CH2:16][N:7]1[C:6]2[CH:5]=[C:4]([O:26][CH3:27])[C:3]([C:41]3[C:42]([O:45][CH3:46])=[CH:43][C:44]4[N:32]([CH2:31][CH2:30][CH:29]([CH3:28])[CH2:56][CH2:57][CH2:58][CH:59]([CH3:61])[CH3:60])[C:33]5[C:38]([C:39]=4[CH:40]=3)=[CH:37][CH:36]=[CH:35][CH:34]=5)=[CH:15][C:14]=2[C:13]2[C:8]1=[CH:9][CH:10]=[CH:11][CH:12]=2, predict the reactants needed to synthesize it. The reactants are: [Al].Br[C:3]1[C:4]([O:26][CH3:27])=[CH:5][C:6]2[N:7]([CH2:16][CH2:17][CH:18]([CH3:25])[CH2:19][CH2:20][CH2:21][CH:22]([CH3:24])[CH3:23])[C:8]3[C:13]([C:14]=2[CH:15]=1)=[CH:12][CH:11]=[CH:10][CH:9]=3.[CH3:28][CH:29]([CH2:56][CH2:57][CH2:58][CH:59]([CH3:61])[CH3:60])[CH2:30][CH2:31][N:32]1[C:44]2[CH:43]=[C:42]([O:45][CH3:46])[C:41](B3OC(C)(C)C(C)(C)O3)=[CH:40][C:39]=2[C:38]2[C:33]1=[CH:34][CH:35]=[CH:36][CH:37]=2.C(=O)([O-])[O-].[K+].[K+]. (4) The reactants are: [Cl:1][C:2]1[CH:3]=[C:4]([CH:6]=[CH:7][C:8]=1[O:9][CH3:10])[NH2:5].[Br:11][C:12](Br)([CH2:15]Br)[CH:13]=O. Given the product [Br:11][C:12]1[CH:13]=[N:5][C:4]2[C:6]([CH:15]=1)=[CH:7][C:8]([O:9][CH3:10])=[C:2]([Cl:1])[CH:3]=2, predict the reactants needed to synthesize it.